Dataset: Full USPTO retrosynthesis dataset with 1.9M reactions from patents (1976-2016). Task: Predict the reactants needed to synthesize the given product. (1) Given the product [C:9]([C:8]1[C:3]([O:2][CH3:1])=[C:4]([C:30]2[CH:31]=[CH:21][CH:22]=[C:23]([CH:24]=[CH:25][C:26]([OH:28])=[O:27])[CH:29]=2)[CH:5]=[C:6]([C:13]([CH3:16])([CH3:15])[CH3:14])[CH:7]=1)([CH3:12])([CH3:11])[CH3:10], predict the reactants needed to synthesize it. The reactants are: [CH3:1][O:2][C:3]1[C:8]([C:9]([CH3:12])([CH3:11])[CH3:10])=[CH:7][C:6]([C:13]([CH3:16])([CH3:15])[CH3:14])=[CH:5][C:4]=1B(O)O.Br[C:21]1[CH:22]=[C:23]([CH:29]=[CH:30][CH:31]=1)[CH:24]=[CH:25][C:26]([OH:28])=[O:27].C(=O)([O-])[O-].[K+].[K+].Cl. (2) Given the product [N:1]1([C:7]2[N:12]=[C:11]([N:13]3[CH:14]4[CH2:20][CH2:19][CH:18]3[CH2:17][O:16][CH2:15]4)[N:10]=[C:9]([C:21]3[CH:27]=[CH:26][C:24]([NH:25][C:29]([NH:56][C:53]4[CH:54]=[CH:55][C:50]([C:48]([O:47][CH2:46][CH2:45][N:42]([CH2:41][CH3:40])[CH2:43][CH3:44])=[O:49])=[CH:51][CH:52]=4)=[O:31])=[CH:23][CH:22]=3)[N:8]=2)[CH2:2][CH2:3][O:4][CH2:5][CH2:6]1, predict the reactants needed to synthesize it. The reactants are: [N:1]1([C:7]2[N:12]=[C:11]([N:13]3[CH:18]4[CH2:19][CH2:20][CH:14]3[CH2:15][O:16][CH2:17]4)[N:10]=[C:9]([C:21]3[CH:27]=[CH:26][C:24]([NH2:25])=[CH:23][CH:22]=3)[N:8]=2)[CH2:6][CH2:5][O:4][CH2:3][CH2:2]1.Cl[C:29](Cl)([O:31]C(=O)OC(Cl)(Cl)Cl)Cl.[CH3:40][CH2:41][N:42]([CH2:45][CH2:46][O:47][C:48]([C:50]1[CH:51]=[CH:52][C:53]([NH2:56])=[CH:54][CH:55]=1)=[O:49])[CH2:43][CH3:44].Cl. (3) Given the product [Cl:26][CH:10]1[CH2:11][CH2:12][N:13]([C:16]([O:18][CH2:19][C:20]2[CH:25]=[CH:24][CH:23]=[CH:22][CH:21]=2)=[O:17])[CH2:14][CH:15]1[NH:9][P:4]([O:6][CH2:7][CH3:8])([O:3][CH2:1][CH3:2])=[O:5], predict the reactants needed to synthesize it. The reactants are: [CH2:1]([O:3][P:4]([N:9]1[CH:15]2[CH:10]1[CH2:11][CH2:12][N:13]([C:16]([O:18][CH2:19][C:20]1[CH:25]=[CH:24][CH:23]=[CH:22][CH:21]=1)=[O:17])[CH2:14]2)([O:6][CH2:7][CH3:8])=[O:5])[CH3:2].[ClH:26].C(N(CC)CC)C.B(F)(F)F.CCOCC.